Dataset: PAMPA (Parallel Artificial Membrane Permeability Assay) permeability data from NCATS. Task: Regression/Classification. Given a drug SMILES string, predict its absorption, distribution, metabolism, or excretion properties. Task type varies by dataset: regression for continuous measurements (e.g., permeability, clearance, half-life) or binary classification for categorical outcomes (e.g., BBB penetration, CYP inhibition). Dataset: pampa_ncats. (1) The result is 0 (low-to-moderate permeability). The molecule is C1C(C2=C(NC1=O)N=C(S2)N)C3=C(C=CC=C3Cl)Cl. (2) The drug is CCCC1=CC(=O)OC2=C1C3=C(C=CC(O3)(C)C)C4=C2C(C(C(O4)C)C)O. The result is 1 (high permeability). (3) The result is 1 (high permeability). The compound is COC1=CC=C(C=C1)S(=O)(=O)N2CCN(CC2)C(=O)C3COC4=CC=CC=C4O3. (4) The compound is CC1=CN=C(N=C1NCC2CCN(C2)C3=CN=CC=C3)C4=CC=CC=C4C(C)C. The result is 1 (high permeability).